Dataset: Forward reaction prediction with 1.9M reactions from USPTO patents (1976-2016). Task: Predict the product of the given reaction. (1) Given the reactants Br[C:2]1[O:14][C:5]2[N:6]=[C:7]([S:12][CH3:13])[N:8]=[C:9]([O:10][CH3:11])[C:4]=2[C:3]=1[C:15]1[CH:20]=[CH:19][CH:18]=[CH:17][CH:16]=1.CC1(C)C(C)(C)OB([C:29]2[CH:34]=[CH:33][C:32]([C:35]3([NH:39][C:40](=[O:46])[O:41][C:42]([CH3:45])([CH3:44])[CH3:43])[CH2:38][CH2:37][CH2:36]3)=[CH:31][CH:30]=2)O1.[O-]P([O-])([O-])=O.[K+].[K+].[K+], predict the reaction product. The product is: [CH3:11][O:10][C:9]1[C:4]2[C:3]([C:15]3[CH:20]=[CH:19][CH:18]=[CH:17][CH:16]=3)=[C:2]([C:29]3[CH:30]=[CH:31][C:32]([C:35]4([NH:39][C:40](=[O:46])[O:41][C:42]([CH3:44])([CH3:43])[CH3:45])[CH2:36][CH2:37][CH2:38]4)=[CH:33][CH:34]=3)[O:14][C:5]=2[N:6]=[C:7]([S:12][CH3:13])[N:8]=1. (2) Given the reactants [Br-].[C:2]([O:11][CH3:12])(=[O:10])[C:3]1[C:4](=[CH:6][CH:7]=[CH:8][CH:9]=1)[NH2:5].[C:22](P([C:22]([CH3:25])([CH3:24])[CH3:23])[C:22]([CH3:25])([CH3:24])[CH3:23])([CH3:25])([CH3:24])[CH3:23].[C:26]([O-:29])([O-])=[O:27].[Cs+].[Cs+].[C:32]1([CH3:38])[CH:37]=[CH:36][CH:35]=[CH:34][CH:33]=1, predict the reaction product. The product is: [CH3:12][O:11][C:2]([C:3]1[CH:9]=[CH:8][CH:7]=[CH:6][C:4]=1[NH:5][C:8]1[CH:9]=[CH:3][C:4]2[N:5]([C:26]([O:29][C:22]([CH3:23])([CH3:24])[CH3:25])=[O:27])[C:37]3[C:32]([C:38]=2[CH:7]=1)=[CH:33][CH:34]=[CH:35][CH:36]=3)=[O:10].